From a dataset of NCI-60 drug combinations with 297,098 pairs across 59 cell lines. Regression. Given two drug SMILES strings and cell line genomic features, predict the synergy score measuring deviation from expected non-interaction effect. (1) Drug 1: CCC1=CC2CC(C3=C(CN(C2)C1)C4=CC=CC=C4N3)(C5=C(C=C6C(=C5)C78CCN9C7C(C=CC9)(C(C(C8N6C)(C(=O)OC)O)OC(=O)C)CC)OC)C(=O)OC.C(C(C(=O)O)O)(C(=O)O)O. Drug 2: CC(C)NC(=O)C1=CC=C(C=C1)CNNC.Cl. Cell line: SF-268. Synergy scores: CSS=16.9, Synergy_ZIP=1.43, Synergy_Bliss=0.823, Synergy_Loewe=-44.2, Synergy_HSA=-2.44. (2) Drug 1: C1=CC(=CC=C1CC(C(=O)O)N)N(CCCl)CCCl.Cl. Drug 2: CCC1=C2CN3C(=CC4=C(C3=O)COC(=O)C4(CC)O)C2=NC5=C1C=C(C=C5)O. Cell line: HL-60(TB). Synergy scores: CSS=86.9, Synergy_ZIP=12.5, Synergy_Bliss=12.7, Synergy_Loewe=7.33, Synergy_HSA=13.0. (3) Drug 1: COC1=C(C=C2C(=C1)N=CN=C2NC3=CC(=C(C=C3)F)Cl)OCCCN4CCOCC4. Drug 2: C1=CC(=CC=C1C#N)C(C2=CC=C(C=C2)C#N)N3C=NC=N3. Cell line: T-47D. Synergy scores: CSS=16.2, Synergy_ZIP=-2.21, Synergy_Bliss=-1.95, Synergy_Loewe=-4.16, Synergy_HSA=-1.79. (4) Drug 1: CN1C(=O)N2C=NC(=C2N=N1)C(=O)N. Drug 2: CCCCC(=O)OCC(=O)C1(CC(C2=C(C1)C(=C3C(=C2O)C(=O)C4=C(C3=O)C=CC=C4OC)O)OC5CC(C(C(O5)C)O)NC(=O)C(F)(F)F)O. Cell line: HCT-15. Synergy scores: CSS=53.3, Synergy_ZIP=5.06, Synergy_Bliss=3.90, Synergy_Loewe=-16.0, Synergy_HSA=3.42. (5) Drug 1: CC1=C2C(C(=O)C3(C(CC4C(C3C(C(C2(C)C)(CC1OC(=O)C(C(C5=CC=CC=C5)NC(=O)C6=CC=CC=C6)O)O)OC(=O)C7=CC=CC=C7)(CO4)OC(=O)C)O)C)OC(=O)C. Drug 2: CCC1(C2=C(COC1=O)C(=O)N3CC4=CC5=C(C=CC(=C5CN(C)C)O)N=C4C3=C2)O.Cl. Cell line: HT29. Synergy scores: CSS=70.5, Synergy_ZIP=1.29, Synergy_Bliss=-3.46, Synergy_Loewe=-6.21, Synergy_HSA=-1.98.